From a dataset of Catalyst prediction with 721,799 reactions and 888 catalyst types from USPTO. Predict which catalyst facilitates the given reaction. (1) Reactant: [Cl:1][C:2]1[CH:3]=[C:4]([N:9]2[CH:13]([OH:14])[CH2:12][CH:11]([C:15]3[CH:20]=[CH:19][C:18]([O:21][CH3:22])=[C:17]([O:23][CH2:24][CH2:25][N:26]4[CH2:31][CH2:30][CH2:29][CH2:28][CH2:27]4)[CH:16]=3)[C:10]2=[O:32])[CH:5]=[CH:6][C:7]=1[Cl:8].[C:33]1(C)C=CC(S([O-])(=O)=O)=CC=1.[NH+]1C=CC=CC=1. Product: [Cl:1][C:2]1[CH:3]=[C:4]([N:9]2[CH:13]([O:14][CH3:33])[CH2:12][CH:11]([C:15]3[CH:20]=[CH:19][C:18]([O:21][CH3:22])=[C:17]([O:23][CH2:24][CH2:25][N:26]4[CH2:27][CH2:28][CH2:29][CH2:30][CH2:31]4)[CH:16]=3)[C:10]2=[O:32])[CH:5]=[CH:6][C:7]=1[Cl:8]. The catalyst class is: 5. (2) Reactant: [O:1]1[CH2:6][CH2:5][O:4][C:3]2[CH:7]=[C:8]([C@@H:11]3[C@H:15]4[C:16](=[O:26])[O:17][CH2:18][C@H:19]([C:20]5[CH:25]=[CH:24][CH:23]=[CH:22][CH:21]=5)[N:14]4[C@H](C4C=CC5OCCOC=5C=4)[O:12]3)[CH:9]=[CH:10][C:2]1=2.[NH:37]1[CH2:41][CH2:40][CH2:39][CH2:38]1. Product: [O:1]1[CH2:6][CH2:5][O:4][C:3]2[CH:7]=[C:8]([C@@H:11]([OH:12])[C@H:15]([NH:14][CH:19]([C:20]3[CH:21]=[CH:22][CH:23]=[CH:24][CH:25]=3)[CH2:18][OH:17])[C:16]([N:37]3[CH2:41][CH2:40][CH2:39][CH2:38]3)=[O:26])[CH:9]=[CH:10][C:2]1=2. The catalyst class is: 4. (3) Reactant: [Cl:1][C:2]1[CH:3]=[C:4]([CH:6]=[C:7]([Cl:9])[CH:8]=1)[NH2:5].[CH2:10]([C:12](=O)[C:13]([O-:15])=[O:14])[CH3:11].[Br:17][C:18]1[CH:25]=[CH:24][CH:23]=[CH:22][C:19]=1C=C.F[C:27](F)(F)[C:28](O)=O. Product: [CH2:27]([O:15][C:13]([CH:12]1[CH2:10][CH:11]([C:19]2[CH:22]=[CH:23][CH:24]=[CH:25][C:18]=2[Br:17])[C:3]2[C:4](=[CH:6][C:7]([Cl:9])=[CH:8][C:2]=2[Cl:1])[NH:5]1)=[O:14])[CH3:28]. The catalyst class is: 10. (4) Reactant: [C:1]([CH2:3][NH:4][C:5](=[O:33])[CH:6]([O:11][CH:12]([C:27]1[CH:32]=[CH:31][CH:30]=[CH:29][CH:28]=1)[C:13]1[CH:18]=[CH:17][C:16]([C:19]([N:21]2[CH2:26][CH2:25][NH:24][CH2:23][CH2:22]2)=[O:20])=[CH:15][CH:14]=1)[CH2:7][CH:8]([CH3:10])[CH3:9])#[N:2].C([O-])([O-])=O.[Na+].[Na+].Br[CH2:41][CH2:42][F:43]. Product: [C:1]([CH2:3][NH:4][C:5](=[O:33])[CH:6]([O:11][CH:12]([C:13]1[CH:18]=[CH:17][C:16]([C:19]([N:21]2[CH2:22][CH2:23][N:24]([CH2:41][CH2:42][F:43])[CH2:25][CH2:26]2)=[O:20])=[CH:15][CH:14]=1)[C:27]1[CH:32]=[CH:31][CH:30]=[CH:29][CH:28]=1)[CH2:7][CH:8]([CH3:10])[CH3:9])#[N:2]. The catalyst class is: 10. (5) Reactant: [H-].[H-].[H-].[H-].[Li+].[Al+3].[CH3:7][C:8]1[N:13]=[C:12]([C:14]#[N:15])[CH:11]=[CH:10][CH:9]=1. Product: [CH3:7][C:8]1[N:13]=[C:12]([CH2:14][NH2:15])[CH:11]=[CH:10][CH:9]=1. The catalyst class is: 1. (6) Reactant: [OH:1][C:2]1([C:20]2[CH:25]=[CH:24][CH:23]=[CH:22][CH:21]=2)[C:10]2[C:5](=[CH:6][CH:7]=[C:8]([O:11][CH3:12])[CH:9]=2)[C:4](=[O:13])N1C1C=CC=CC=1.C(O)(=[O:28])C. Product: [OH:28][C:2]1([C:20]2[CH:25]=[CH:24][CH:23]=[CH:22][CH:21]=2)[C:10]2[C:5](=[CH:6][CH:7]=[C:8]([O:11][CH3:12])[CH:9]=2)[C:4](=[O:13])[O:1]1. The catalyst class is: 89. (7) Reactant: [CH3:1][C:2]1[N:3]=[C:4]([C:12]2[CH:17]=[CH:16][CH:15]=[C:14]([C:18]([F:21])([F:20])[F:19])[CH:13]=2)[N:5]2[C:10]=1[CH:9]=[N:8][C:7]([NH2:11])=[N:6]2.Br[C:23]1[CH:28]=[CH:27][C:26]([OH:29])=[CH:25][CH:24]=1.C(P(C(C)(C)C)C1C=CC=CC=1C1C=CC=CC=1)(C)(C)C.CC([O-])(C)C.[Na+]. Product: [CH3:1][C:2]1[N:3]=[C:4]([C:12]2[CH:17]=[CH:16][CH:15]=[C:14]([C:18]([F:21])([F:19])[F:20])[CH:13]=2)[N:5]2[C:10]=1[CH:9]=[N:8][C:7]([NH:11][C:23]1[CH:28]=[CH:27][C:26]([OH:29])=[CH:25][CH:24]=1)=[N:6]2. The catalyst class is: 62.